This data is from Forward reaction prediction with 1.9M reactions from USPTO patents (1976-2016). The task is: Predict the product of the given reaction. (1) Given the reactants [Cl:1][C:2]1[C:7]([NH:8][C:9](=[O:34])[C:10]2[CH:15]=[C:14]([CH2:16][C:17]3[C:18](=[O:29])[C:19]([O:27][CH3:28])=[C:20]([O:25][CH3:26])[C:21](=[O:24])[C:22]=3[CH3:23])[CH:13]=[CH:12][C:11]=2[O:30]C(=O)C)=[CH:6][CH:5]=[CH:4][N:3]=1.C(=O)([O-])O.[Na+], predict the reaction product. The product is: [Cl:1][C:2]1[C:7]([NH:8][C:9](=[O:34])[C:10]2[CH:15]=[C:14]([CH2:16][C:17]3[C:18](=[O:29])[C:19]([O:27][CH3:28])=[C:20]([O:25][CH3:26])[C:21](=[O:24])[C:22]=3[CH3:23])[CH:13]=[CH:12][C:11]=2[OH:30])=[CH:6][CH:5]=[CH:4][N:3]=1. (2) Given the reactants [C@H:1]12[CH2:25][C@H:4]([N:5]([C:7]3[N:12]=[C:11](Cl)[N:10]=[C:9]([C:14]4[CH:15]=[C:16]([O:21][CH:22]([F:24])[F:23])[C:17]([NH2:20])=[N:18][CH:19]=4)[CH:8]=3)[CH2:6]1)[CH2:3][O:2]2.C1(P(C2CCCCC2)C2C=CC=CC=2C2C(C(C)C)=CC(C(C)C)=CC=2C(C)C)CCCCC1.C(=O)([O-])[O-].[K+].[K+].[B-]12([C:77]3[N:82]=[CH:81][CH:80]=[CH:79][CH:78]=3)OC(=O)C[N+]1(C)CC(O2)=O, predict the reaction product. The product is: [C@H:1]12[CH2:25][C@H:4]([N:5]([C:7]3[N:12]=[C:11]([C:81]4[CH:80]=[CH:79][CH:78]=[CH:77][N:82]=4)[N:10]=[C:9]([C:14]4[CH:15]=[C:16]([O:21][CH:22]([F:24])[F:23])[C:17]([NH2:20])=[N:18][CH:19]=4)[CH:8]=3)[CH2:6]1)[CH2:3][O:2]2. (3) Given the reactants [O:1]=[C:2]1[N:6]([C:7]2[CH:12]=[CH:11][CH:10]=[CH:9][CH:8]=2)[CH2:5][CH2:4][N:3]1[C:13]1[CH:18]=[CH:17][CH:16]=[CH:15][C:14]=1/[CH:19]=[CH:20]/[C:21](OCC)=[O:22].[NH2:26][OH:27].[OH-].[Na+], predict the reaction product. The product is: [OH:27][NH:26][C:21](=[O:22])/[CH:20]=[CH:19]/[C:14]1[CH:15]=[CH:16][CH:17]=[CH:18][C:13]=1[N:3]1[CH2:4][CH2:5][N:6]([C:7]2[CH:8]=[CH:9][CH:10]=[CH:11][CH:12]=2)[C:2]1=[O:1]. (4) Given the reactants Br[C:2]1[CH:7]=[CH:6][C:5]([CH:8]2[CH2:13][CH2:12][N:11]([CH3:14])[CH2:10][CH2:9]2)=[CH:4][CH:3]=1.[B:15]1([B:15]2[O:19][C:18]([CH3:21])([CH3:20])[C:17]([CH3:23])([CH3:22])[O:16]2)[O:19][C:18]([CH3:21])([CH3:20])[C:17]([CH3:23])([CH3:22])[O:16]1.C([O-])([O-])=O.[K+].[K+], predict the reaction product. The product is: [CH3:14][N:11]1[CH2:12][CH2:13][CH:8]([C:5]2[CH:6]=[CH:7][C:2]([B:15]3[O:19][C:18]([CH3:21])([CH3:20])[C:17]([CH3:23])([CH3:22])[O:16]3)=[CH:3][CH:4]=2)[CH2:9][CH2:10]1. (5) Given the reactants C([O:3][C:4]([C:6]1[S:10][C:9]([C:11]2[CH:16]=[CH:15][C:14]([O:17][CH2:18][CH:19]([CH3:21])[CH3:20])=[C:13]([C:22]#[N:23])[CH:12]=2)=[N:8][C:7]=1[CH3:24])=[O:5])C.[OH-].[Na+].Cl, predict the reaction product. The product is: [CH3:24][C:7]1[N:8]=[C:9]([C:11]2[CH:16]=[CH:15][C:14]([O:17][CH2:18][CH:19]([CH3:21])[CH3:20])=[C:13]([C:22]#[N:23])[CH:12]=2)[S:10][C:6]=1[C:4]([OH:5])=[O:3]. (6) Given the reactants Cl.[NH2:2][CH2:3][C:4]1[CH:12]=[CH:11][CH:10]=[C:9]2[C:5]=1[CH2:6][N:7]([CH:14]1[CH2:19][CH2:18][C:17](=[O:20])[NH:16][C:15]1=[O:21])[C:8]2=[O:13].[CH2:22]([N:25]=[C:26]=[O:27])[CH2:23][CH3:24], predict the reaction product. The product is: [O:21]=[C:15]1[CH:14]([N:7]2[CH2:6][C:5]3[C:9](=[CH:10][CH:11]=[CH:12][C:4]=3[CH2:3][NH:2][C:26]([NH:25][CH2:22][CH2:23][CH3:24])=[O:27])[C:8]2=[O:13])[CH2:19][CH2:18][C:17](=[O:20])[NH:16]1. (7) Given the reactants C([N:8]1[C@@H:13]([CH:14]=[CH:15][CH3:16])[CH2:12][CH2:11][CH2:10][C@@H:9]1[CH3:17])(OC(C)(C)C)=O, predict the reaction product. The product is: [CH3:17][C@H:9]1[CH2:10][CH2:11][CH2:12][C@H:13]([CH:14]=[CH:15][CH3:16])[NH:8]1. (8) The product is: [CH2:25]([NH:27][C:28]([NH:1][C:2]1[CH:3]=[C:4]([CH:21]=[CH:22][C:23]=1[CH3:24])[O:5][C:6]1[CH:7]=[CH:8][C:9]2[N:10]([CH:12]=[C:13]([NH:15][C:16]([CH:18]3[CH2:20][CH2:19]3)=[O:17])[N:14]=2)[N:11]=1)=[O:29])[CH3:26]. Given the reactants [NH2:1][C:2]1[CH:3]=[C:4]([CH:21]=[CH:22][C:23]=1[CH3:24])[O:5][C:6]1[CH:7]=[CH:8][C:9]2[N:10]([CH:12]=[C:13]([NH:15][C:16]([CH:18]3[CH2:20][CH2:19]3)=[O:17])[N:14]=2)[N:11]=1.[CH2:25]([N:27]=[C:28]=[O:29])[CH3:26], predict the reaction product. (9) Given the reactants Cl[C:2]1[C:7]([CH:8]=[O:9])=[CH:6][N:5]=[C:4]2[N:10]([Si](C(C)C)(C(C)C)C(C)C)[CH:11]=[CH:12][C:3]=12.[CH3:23][NH2:24], predict the reaction product. The product is: [CH3:23][NH:24][C:2]1[C:7]([CH:8]=[O:9])=[CH:6][N:5]=[C:4]2[NH:10][CH:11]=[CH:12][C:3]=12. (10) The product is: [Br:1][C:2]1[CH:20]=[C:19]([N+:21]([O-:23])=[O:22])[CH:18]=[C:17]([Br:24])[C:3]=1[O:4][C:5]1[CH:6]=[C:7]2[C:12](=[CH:13][CH:14]=1)[N:11]=[C:10]([CH2:15][NH:16][S:26]([CH3:25])(=[O:28])=[O:27])[CH:9]=[CH:8]2. Given the reactants [Br:1][C:2]1[CH:20]=[C:19]([N+:21]([O-:23])=[O:22])[CH:18]=[C:17]([Br:24])[C:3]=1[O:4][C:5]1[CH:6]=[C:7]2[C:12](=[CH:13][CH:14]=1)[N:11]=[C:10]([CH2:15][NH2:16])[CH:9]=[CH:8]2.[CH3:25][S:26](Cl)(=[O:28])=[O:27].N1C=CC=CC=1, predict the reaction product.